Dataset: Forward reaction prediction with 1.9M reactions from USPTO patents (1976-2016). Task: Predict the product of the given reaction. (1) Given the reactants C[O:2][C:3](=[O:33])[CH2:4][CH:5]1[C:9]2=[C:10]([S:25][C:26]3[CH:31]=[CH:30][C:29]([Cl:32])=[CH:28][CH:27]=3)[C:11]3[C:12]([S:21]([CH3:24])(=[O:23])=[O:22])=[CH:13][C:14]([O:17][CH:18]([CH3:20])[CH3:19])=[CH:15][C:16]=3[N:8]2[CH2:7][CH2:6]1.[Li+].[OH-].CC(O)=O, predict the reaction product. The product is: [Cl:32][C:29]1[CH:30]=[CH:31][C:26]([S:25][C:10]2[C:11]3[C:12]([S:21]([CH3:24])(=[O:23])=[O:22])=[CH:13][C:14]([O:17][CH:18]([CH3:20])[CH3:19])=[CH:15][C:16]=3[N:8]3[CH2:7][CH2:6][CH:5]([CH2:4][C:3]([OH:33])=[O:2])[C:9]=23)=[CH:27][CH:28]=1. (2) Given the reactants [C:1]1([C:35]2[CH:40]=[CH:39][CH:38]=[CH:37][CH:36]=2)[CH:6]=[CH:5][C:4]([C:7]2[N:12]=[C:11]3[CH:13]=[C:14]([O:24][C@H:25]4[C@H:29]5[O:30][CH2:31][C@@H:32]([OH:33])[C@H:28]5[O:27][CH2:26]4)[N:15]([CH2:16][O:17][CH2:18][CH2:19][Si:20]([CH3:23])([CH3:22])[CH3:21])[C:10]3=[CH:9][C:8]=2[Cl:34])=[CH:3][CH:2]=1.F[B-](F)(F)F.[F:46][C:47]([F:62])([F:61])[S+]1C2C=CC=CC=2C2C=CC=CC1=2.C([O-])([O-])=O.[K+].[K+], predict the reaction product. The product is: [C:1]1([C:35]2[CH:40]=[CH:39][CH:38]=[CH:37][CH:36]=2)[CH:2]=[CH:3][C:4]([C:7]2[N:12]=[C:11]3[C:13]([C:47]([F:62])([F:61])[F:46])=[C:14]([O:24][C@H:25]4[C@H:29]5[O:30][CH2:31][C@@H:32]([OH:33])[C@H:28]5[O:27][CH2:26]4)[N:15]([CH2:16][O:17][CH2:18][CH2:19][Si:20]([CH3:21])([CH3:22])[CH3:23])[C:10]3=[CH:9][C:8]=2[Cl:34])=[CH:5][CH:6]=1. (3) Given the reactants [CH3:1][O:2][C:3]([C:5]1[N:6]([CH2:25][C:26]2[CH:31]=[CH:30][CH:29]=[CH:28][CH:27]=2)[C:7](=[O:24])[C:8]2[C:13]([C:14]=1OS(C(F)(F)F)(=O)=O)=[CH:12][C:11]([Cl:23])=[CH:10][CH:9]=2)=[O:4].[Cl:32][C:33]1[CH:38]=[CH:37][C:36](B(O)O)=[CH:35][CH:34]=1, predict the reaction product. The product is: [CH3:1][O:2][C:3]([C:5]1[N:6]([CH2:25][C:26]2[CH:31]=[CH:30][CH:29]=[CH:28][CH:27]=2)[C:7](=[O:24])[C:8]2[C:13]([C:14]=1[C:36]1[CH:37]=[CH:38][C:33]([Cl:32])=[CH:34][CH:35]=1)=[CH:12][C:11]([Cl:23])=[CH:10][CH:9]=2)=[O:4].